Dataset: Reaction yield outcomes from USPTO patents with 853,638 reactions. Task: Predict the reaction yield, written as a fraction of the theoretical maximum amount of product (1.0 means a 100% yield; for example, 0.34 means a 34% yield). (1) The reactants are [F:1][C:2]1[CH:3]=[CH:4][C:5]([O:29][CH3:30])=[C:6]([C:8]([CH3:28])([CH3:27])[CH2:9][C:10]([NH2:26])([CH2:15][C:16]2[C:25]3[C:20](=[CH:21][CH:22]=[CH:23][CH:24]=3)[N:19]=[CH:18][CH:17]=2)[C:11]([F:14])([F:13])[F:12])[CH:7]=1.[C:31](OC(=O)C)(=[O:33])[CH3:32]. The catalyst is ClC(Cl)C. The product is [F:1][C:2]1[CH:3]=[CH:4][C:5]([O:29][CH3:30])=[C:6]([C:8]([CH3:27])([CH3:28])[CH2:9][C:10]([NH:26][C:31](=[O:33])[CH3:32])([CH2:15][C:16]2[C:25]3[C:20](=[CH:21][CH:22]=[CH:23][CH:24]=3)[N:19]=[CH:18][CH:17]=2)[C:11]([F:12])([F:14])[F:13])[CH:7]=1. The yield is 0.740. (2) The reactants are [CH:1](=[O:7])[C:2]1[O:6][CH:5]=[CH:4][CH:3]=1.CC(C)=O.CCCCCCCC.[CH:20](=[O:26])[CH:21]1[O:25][CH2:24][CH2:23][CH2:22]1. The catalyst is CCCCCCCCCCCCCCCC.O1CCCC1. The product is [CH:4]1[CH:3]=[C:2]([CH:1]([OH:7])[C:20]([C:21]2[O:25][CH:24]=[CH:23][CH:22]=2)=[O:26])[O:6][CH:5]=1. The yield is 0.710. (3) The reactants are [N:1]([CH2:4][CH:5]([S:10]([OH:13])(=[O:12])=[O:11])[CH2:6][C:7]([OH:9])=[O:8])=[N+]=[N-]. The catalyst is [Pd].CO. The product is [NH2:1][CH2:4][CH:5]([S:10]([OH:13])(=[O:11])=[O:12])[CH2:6][C:7]([OH:9])=[O:8]. The yield is 0.950.